Regression. Given a peptide amino acid sequence and an MHC pseudo amino acid sequence, predict their binding affinity value. This is MHC class I binding data. From a dataset of Peptide-MHC class I binding affinity with 185,985 pairs from IEDB/IMGT. (1) The peptide sequence is YLLSGAGEHL. The MHC is HLA-A68:02 with pseudo-sequence HLA-A68:02. The binding affinity (normalized) is 0. (2) The peptide sequence is EVRRAIRGEQ. The MHC is Mamu-B03 with pseudo-sequence Mamu-B03. The binding affinity (normalized) is 0. (3) The peptide sequence is GEVGAIALDF. The MHC is HLA-B44:02 with pseudo-sequence HLA-B44:02. The binding affinity (normalized) is 0.716. (4) The peptide sequence is IPQSADSWWTSL. The MHC is H-2-Ld with pseudo-sequence H-2-Ld. The binding affinity (normalized) is 0. (5) The peptide sequence is RLLIWAYLSK. The MHC is HLA-A02:03 with pseudo-sequence HLA-A02:03. The binding affinity (normalized) is 0.0979. (6) The peptide sequence is WTALMFAAY. The MHC is HLA-B38:01 with pseudo-sequence HLA-B38:01. The binding affinity (normalized) is 0.0847. (7) The peptide sequence is QSFEEVSAR. The MHC is HLA-B27:05 with pseudo-sequence HLA-B27:05. The binding affinity (normalized) is 0.0847. (8) The peptide sequence is LFMSHVKSV. The MHC is HLA-A03:01 with pseudo-sequence HLA-A03:01. The binding affinity (normalized) is 0.0847. (9) The MHC is HLA-A26:01 with pseudo-sequence HLA-A26:01. The binding affinity (normalized) is 0.166. The peptide sequence is MISRMLINRF.